Dataset: Reaction yield outcomes from USPTO patents with 853,638 reactions. Task: Predict the reaction yield, written as a fraction of the theoretical maximum amount of product (1.0 means a 100% yield; for example, 0.34 means a 34% yield). (1) The catalyst is C1(C)C=CC=CC=1.CC([O-])=O.CC([O-])=O.[Pd+2].C1C=CC(P(C2C=CC=CC=2)[C-]2C=CC=C2)=CC=1.C1C=CC(P(C2C=CC=CC=2)[C-]2C=CC=C2)=CC=1.[Fe+2]. The product is [C:19]1([C:12]([C:13]2[CH:14]=[CH:15][CH:16]=[CH:17][CH:18]=2)=[N:25][C:2]2[C:11]3[C:6](=[CH:7][CH:8]=[CH:9][CH:10]=3)[CH:5]=[N:4][CH:3]=2)[CH:20]=[CH:21][CH:22]=[CH:23][CH:24]=1. The reactants are Br[C:2]1[C:11]2[C:6](=[CH:7][CH:8]=[CH:9][CH:10]=2)[CH:5]=[N:4][CH:3]=1.[C:12](=[NH:25])([C:19]1[CH:24]=[CH:23][CH:22]=[CH:21][CH:20]=1)[C:13]1[CH:18]=[CH:17][CH:16]=[CH:15][CH:14]=1.C1C=CC(P(C2C(C3C(P(C4C=CC=CC=4)C4C=CC=CC=4)=CC=C4C=3C=CC=C4)=C3C(C=CC=C3)=CC=2)C2C=CC=CC=2)=CC=1.C(N(CC)CC)C.C([O-])([O-])=O.[Cs+].[Cs+]. The yield is 0.580. (2) The reactants are [OH-].[Na+].C[O:4][C:5](=[O:22])[CH2:6][CH2:7][C:8]1[CH:13]=[CH:12][C:11]([O:14][CH2:15][C:16]2[CH:21]=[CH:20][CH:19]=[CH:18][CH:17]=2)=[CH:10][CH:9]=1. The catalyst is CO. The product is [CH2:15]([O:14][C:11]1[CH:10]=[CH:9][C:8]([CH2:7][CH2:6][C:5]([OH:22])=[O:4])=[CH:13][CH:12]=1)[C:16]1[CH:17]=[CH:18][CH:19]=[CH:20][CH:21]=1. The yield is 0.700. (3) The reactants are [CH3:1][C:2]1[O:6][N:5]=[C:4]([C:7]2[CH:12]=[CH:11][CH:10]=[CH:9][CH:8]=2)[C:3]=1[CH2:13]O.S(Cl)([Cl:17])=O. The catalyst is ClCCl.O. The product is [Cl:17][CH2:13][C:3]1[C:4]([C:7]2[CH:12]=[CH:11][CH:10]=[CH:9][CH:8]=2)=[N:5][O:6][C:2]=1[CH3:1]. The yield is 0.930.